Predict the reactants needed to synthesize the given product. From a dataset of Full USPTO retrosynthesis dataset with 1.9M reactions from patents (1976-2016). Given the product [F:25][C:26]1[CH:31]=[CH:30][C:29]([CH:32]2[CH2:36][CH2:35][N:34]([C:37]([C:39]3[N:40]=[C:41]4[C:46]([C:47]([F:50])([F:49])[F:48])=[CH:45][C:44]([C:51]5[CH:55]=[CH:54][O:53][CH:52]=5)=[CH:43][N:42]4[C:56]=3[CH2:57][C:58]([N:61]3[CH2:66][CH2:65][O:64][CH2:63][CH2:62]3)=[O:59])=[O:38])[CH2:33]2)=[CH:28][CH:27]=1, predict the reactants needed to synthesize it. The reactants are: CN(C(ON1N=NC2C=CC=NC1=2)=[N+](C)C)C.F[P-](F)(F)(F)(F)F.[F:25][C:26]1[CH:31]=[CH:30][C:29]([CH:32]2[CH2:36][CH2:35][N:34]([C:37]([C:39]3[N:40]=[C:41]4[C:46]([C:47]([F:50])([F:49])[F:48])=[CH:45][C:44]([C:51]5[CH:55]=[CH:54][O:53][CH:52]=5)=[CH:43][N:42]4[C:56]=3[CH2:57][C:58](O)=[O:59])=[O:38])[CH2:33]2)=[CH:28][CH:27]=1.[NH:61]1[CH2:66][CH2:65][O:64][CH2:63][CH2:62]1.